This data is from Full USPTO retrosynthesis dataset with 1.9M reactions from patents (1976-2016). The task is: Predict the reactants needed to synthesize the given product. (1) Given the product [CH:29]1([NH:28][C:27]([CH:26]2[CH2:25][N:24]([C:40]([CH:42]3[CH2:44][CH2:43]3)=[O:41])[CH:21]3[CH2:22][CH2:23][N:19]([C:17](=[O:18])[CH:16]([CH:45]4[CH2:46][CH2:47][CH2:48][CH2:49][CH2:50]4)[NH:15][C:14](=[O:51])[CH:12]([NH:10][CH3:9])[CH3:13])[CH:20]23)=[O:39])[C:38]2[C:33](=[CH:34][CH:35]=[CH:36][CH:37]=2)[CH2:32][CH2:31][CH2:30]1, predict the reactants needed to synthesize it. The reactants are: C(O[C:9](=O)[N:10]([CH:12]([C:14](=[O:51])[NH:15][CH:16]([CH:45]1[CH2:50][CH2:49][CH2:48][CH2:47][CH2:46]1)[C:17]([N:19]1[CH2:23][CH2:22][CH:21]2[N:24]([C:40]([CH:42]3[CH2:44][CH2:43]3)=[O:41])[CH2:25][CH:26]([C:27](=[O:39])[NH:28][CH:29]3[C:38]4[C:33](=[CH:34][CH:35]=[CH:36][CH:37]=4)[CH2:32][CH2:31][CH2:30]3)[CH:20]12)=[O:18])[CH3:13])C)C1C=CC=CC=1. (2) Given the product [F:11][C:12]1[CH:13]=[C:14]([CH2:20][CH2:21][CH:22]2[NH:10][CH2:9][CH2:8][N:3]3[C:2]([CH3:1])=[N:6][C:5]([CH3:7])=[C:4]23)[CH:15]=[CH:16][C:17]=1[O:18][CH3:19], predict the reactants needed to synthesize it. The reactants are: [CH3:1][C:2]1[N:3]([CH2:8][CH2:9][NH2:10])[CH:4]=[C:5]([CH3:7])[N:6]=1.[F:11][C:12]1[CH:13]=[C:14]([CH2:20][CH2:21][CH:22]=O)[CH:15]=[CH:16][C:17]=1[O:18][CH3:19]. (3) Given the product [CH:1]1([CH:4]([C:11]2[CH:16]=[CH:15][N:14]=[C:13]([O:17][CH2:18][CH:19]3[CH2:20][CH2:21][N:22]([C:25]([O:27][C:28]([CH3:29])([CH3:31])[CH3:30])=[O:26])[CH2:23][CH2:24]3)[CH:12]=2)[CH2:5][C:6]([O:8][CH2:9][CH3:10])=[O:7])[CH2:2][CH2:3]1, predict the reactants needed to synthesize it. The reactants are: [CH:1]1(/[C:4](/[C:11]2[CH:16]=[CH:15][N:14]=[C:13]([O:17][CH2:18][CH:19]3[CH2:24][CH2:23][N:22]([C:25]([O:27][C:28]([CH3:31])([CH3:30])[CH3:29])=[O:26])[CH2:21][CH2:20]3)[CH:12]=2)=[CH:5]\[C:6]([O:8][CH2:9][CH3:10])=[O:7])[CH2:3][CH2:2]1. (4) The reactants are: C1(S(CC2C(C(OCC)=O)=C(OC)C(CC)=CC=2)=[O:8])C=CC=CC=1.[C:25]([N:27]=[S:28]([CH2:35][C:36]1[C:41]([C:42]([O:44][CH2:45][C:46]2[CH:51]=[CH:50][CH:49]=[CH:48][CH:47]=2)=[O:43])=[C:40]([O:52][CH3:53])[C:39]([C:54]2[CH:58]=[CH:57][O:56][CH:55]=2)=[CH:38][CH:37]=1)[C:29]1[CH:34]=[CH:33][CH:32]=[CH:31][CH:30]=1)#[N:26]. Given the product [C:25]([N:27]=[S:28]([CH2:35][C:36]1[C:41]([C:42]([O:44][CH2:45][C:46]2[CH:47]=[CH:48][CH:49]=[CH:50][CH:51]=2)=[O:43])=[C:40]([O:52][CH3:53])[C:39]([C:54]2[CH:58]=[CH:57][O:56][CH:55]=2)=[CH:38][CH:37]=1)([C:29]1[CH:30]=[CH:31][CH:32]=[CH:33][CH:34]=1)=[O:8])#[N:26], predict the reactants needed to synthesize it. (5) The reactants are: C([Mg]Cl)(C)C.[CH2:6]([O:10]C1CCCCO1)[CH2:7][C:8]#[CH:9].[CH2:17]([N:24]=[N+:25]=[N-:26])[C:18]1[CH:23]=[CH:22][CH:21]=[CH:20][CH:19]=1. Given the product [CH2:17]([N:24]1[C:8]([CH2:7][CH2:6][OH:10])=[CH:9][N:26]=[N:25]1)[C:18]1[CH:23]=[CH:22][CH:21]=[CH:20][CH:19]=1, predict the reactants needed to synthesize it. (6) Given the product [CH3:16][O:18][C:19](=[O:28])[C:20]([C:41]1[CH:42]=[CH:43][C:37]([C:9]#[N:10])=[C:38]([O:39][CH3:35])[CH:40]=1)([CH3:25])[CH3:21], predict the reactants needed to synthesize it. The reactants are: ClC1[N:10]=[CH:9]C(F)=CC=1C(O)=O.S(Cl)(Cl)=O.[CH2:16]([O:18][C:19](=[O:28])[C:20]1[CH:25]=C(F)C=N[C:21]=1Cl)C.C(=O)([O-])[O-].[Cs+].[Cs+].[CH2:35]1[O:39][C:38]2[CH:40]=[C:41](O)[CH:42]=[CH:43][C:37]=2O1.[OH-].[Li+]. (7) Given the product [CH3:26][O:25][C:21](=[O:24])[CH:22]=[CH:23][C:2]1[CH:7]=[CH:6][CH:5]=[C:4]([S:8][C:9]2[CH:14]=[CH:13][CH:12]=[C:11]([C:15]3[CH:20]=[CH:19][CH:18]=[CH:17][CH:16]=3)[N:10]=2)[CH:3]=1, predict the reactants needed to synthesize it. The reactants are: Br[C:2]1[CH:3]=[C:4]([S:8][C:9]2[CH:14]=[CH:13][CH:12]=[C:11]([C:15]3[CH:20]=[CH:19][CH:18]=[CH:17][CH:16]=3)[N:10]=2)[CH:5]=[CH:6][CH:7]=1.[C:21]([O:25][CH3:26])(=[O:24])[CH:22]=[CH2:23].C(N(CC)CC)C.C1(C)C=CC=CC=1P(C1C=CC=CC=1C)C1C=CC=CC=1C. (8) Given the product [F:32][C:26]1[CH:27]=[C:28]([F:31])[CH:29]=[CH:30][C:25]=1[C:23]1[N:24]=[C:20]([NH:19][C:17](=[O:18])[CH2:16][N:10]2[C:6]3[C:5](=[O:12])[N:4]([CH3:13])[C:3](=[O:14])[N:2]([CH3:1])[C:7]=3[CH:8]=[CH:9]2)[S:21][CH:22]=1, predict the reactants needed to synthesize it. The reactants are: [CH3:1][N:2]1[C:7]2[C:8](C)=[CH:9][NH:10][C:6]=2[C:5](=[O:12])[N:4]([CH3:13])[C:3]1=[O:14].Br[CH2:16][C:17]([NH:19][C:20]1[S:21][CH:22]=[C:23]([C:25]2[CH:30]=[CH:29][C:28]([F:31])=[CH:27][C:26]=2[F:32])[N:24]=1)=[O:18].[H-].[Na+].